This data is from Peptide-MHC class I binding affinity with 185,985 pairs from IEDB/IMGT. The task is: Regression. Given a peptide amino acid sequence and an MHC pseudo amino acid sequence, predict their binding affinity value. This is MHC class I binding data. (1) The MHC is HLA-A68:01 with pseudo-sequence HLA-A68:01. The binding affinity (normalized) is 0.616. The peptide sequence is QSLCFLLTQK. (2) The peptide sequence is RRNRKALWL. The MHC is HLA-A01:01 with pseudo-sequence HLA-A01:01. The binding affinity (normalized) is 0.0847.